This data is from Catalyst prediction with 721,799 reactions and 888 catalyst types from USPTO. The task is: Predict which catalyst facilitates the given reaction. (1) Reactant: CC(N=NC(C#N)(C)C)(C#N)C.[Br:13][C:14]1[CH:15]=[C:16]([CH:21]=[C:22]([CH3:24])[CH:23]=1)[C:17]([O:19][CH3:20])=[O:18].[Br:25]N1C(=O)CCC1=O. Product: [Br:13][C:14]1[CH:15]=[C:16]([CH:21]=[C:22]([CH2:24][Br:25])[CH:23]=1)[C:17]([O:19][CH3:20])=[O:18]. The catalyst class is: 10. (2) Reactant: [CH3:1][O:2][CH2:3][CH2:4][CH2:5][N:6]1[C:11]2[CH:12]=[C:13]([CH2:16][O:17][CH:18]3[CH:23]([C:24]4[CH:29]=[CH:28][C:27](OS(C(F)(F)F)(=O)=O)=[CH:26][CH:25]=4)[CH2:22][CH2:21][N:20]([C:38]([O:40][CH2:41][C:42]4[CH:47]=[CH:46][CH:45]=[CH:44][CH:43]=4)=[O:39])[CH2:19]3)[CH:14]=[CH:15][C:10]=2[O:9][CH2:8][CH2:7]1.[NH:48]1[CH2:52][CH2:51][CH2:50][CH2:49]1.C(=O)([O-])[O-].[Cs+].[Cs+].O. Product: [CH3:1][O:2][CH2:3][CH2:4][CH2:5][N:6]1[C:11]2[CH:12]=[C:13]([CH2:16][O:17][CH:18]3[CH:23]([C:24]4[CH:25]=[CH:26][C:27]([N:48]5[CH2:52][CH2:51][CH2:50][CH2:49]5)=[CH:28][CH:29]=4)[CH2:22][CH2:21][N:20]([C:38]([O:40][CH2:41][C:42]4[CH:47]=[CH:46][CH:45]=[CH:44][CH:43]=4)=[O:39])[CH2:19]3)[CH:14]=[CH:15][C:10]=2[O:9][CH2:8][CH2:7]1. The catalyst class is: 160. (3) The catalyst class is: 378. Reactant: [C:1]([C:4]1[CH:9]=[CH:8][CH:7]=[CH:6][C:5]=1[C:10]1[CH:15]=[CH:14][C:13]([C:16]([N:18]2[C:24]3[CH:25]=[CH:26][CH:27]=[CH:28][C:23]=3[CH2:22][N:21]3[C:29]([C:32]([NH:34][CH2:35][C:36]4[CH:37]=[N:38][CH:39]=[CH:40][CH:41]=4)=[O:33])=[CH:30][CH:31]=[C:20]3[CH2:19]2)=[O:17])=[CH:12][C:11]=1[CH3:42])(=[O:3])[CH3:2].[BH4-].[Na+]. Product: [OH:3][CH:1]([C:4]1[CH:9]=[CH:8][CH:7]=[CH:6][C:5]=1[C:10]1[CH:15]=[CH:14][C:13]([C:16]([N:18]2[C:24]3[CH:25]=[CH:26][CH:27]=[CH:28][C:23]=3[CH2:22][N:21]3[C:29]([C:32]([NH:34][CH2:35][C:36]4[CH:37]=[N:38][CH:39]=[CH:40][CH:41]=4)=[O:33])=[CH:30][CH:31]=[C:20]3[CH2:19]2)=[O:17])=[CH:12][C:11]=1[CH3:42])[CH3:2]. (4) Reactant: C([O:8][CH2:9][C:10]([F:37])([F:36])[CH2:11][N:12]1[C:16]([C:17]2[CH:22]=[CH:21][C:20]([F:23])=[CH:19][CH:18]=2)=[C:15]([C:24]2[CH:25]=[CH:26][C:27]3[O:32][CH2:31][C:30](=[O:33])[NH:29][C:28]=3[CH:34]=2)[C:14]([CH3:35])=[N:13]1)C1C=CC=CC=1.CO. Product: [F:37][C:10]([F:36])([CH2:9][OH:8])[CH2:11][N:12]1[C:16]([C:17]2[CH:18]=[CH:19][C:20]([F:23])=[CH:21][CH:22]=2)=[C:15]([C:24]2[CH:25]=[CH:26][C:27]3[O:32][CH2:31][C:30](=[O:33])[NH:29][C:28]=3[CH:34]=2)[C:14]([CH3:35])=[N:13]1. The catalyst class is: 481. (5) Product: [Br:10][C:8]1[CH:9]=[C:4]([C:19](=[O:20])[CH3:18])[CH:5]=[N:6][CH:7]=1. The catalyst class is: 81. Reactant: N#N.Br[C:4]1[CH:5]=[N:6][CH:7]=[C:8]([Br:10])[CH:9]=1.[Li]CCCC.[NH4+].[Cl-].[CH3:18][CH2:19][O:20]CC.